From a dataset of Forward reaction prediction with 1.9M reactions from USPTO patents (1976-2016). Predict the product of the given reaction. (1) Given the reactants [CH:1]1([C:7]([CH3:16])=[C:8]([O:11][Si](C)(C)C)[O:9][CH3:10])[CH2:6][CH2:5][CH2:4][CH2:3][CH2:2]1.[CH:17](=[N:20][NH:21][C:22](=[O:29])[C:23]1[CH:28]=[CH:27][CH:26]=[CH:25][CH:24]=1)[CH2:18][CH3:19], predict the reaction product. The product is: [C:22]([NH:21][NH:20][CH:17]([CH2:18][CH3:19])[C:7]([CH:1]1[CH2:6][CH2:5][CH2:4][CH2:3][CH2:2]1)([CH3:16])[C:8]([O:9][CH3:10])=[O:11])(=[O:29])[C:23]1[CH:28]=[CH:27][CH:26]=[CH:25][CH:24]=1. (2) Given the reactants [F:1][C:2]1[CH:3]=[C:4]([C:8]2([CH2:22][CH2:23][N:24]3[C@H:29]4[CH2:30][CH2:31][C@@H:25]3[CH2:26][CH:27]([N:32]3[C:36]5[CH:37]=[CH:38][CH:39]=[CH:40][C:35]=5[N:34]=[C:33]3[CH3:41])[CH2:28]4)[CH2:13][CH2:12][N:11]([C:14](=[O:21])[CH:15]([NH2:20])[C:16]([CH3:19])([CH3:18])[CH3:17])[CH2:10][CH2:9]2)[CH:5]=[CH:6][CH:7]=1.[Cl:42][CH2:43][C:44](Cl)=[O:45].CCN(C(C)C)C(C)C, predict the reaction product. The product is: [Cl:42][CH2:43][C:44]([NH:20][C@H:15]([C:14]([N:11]1[CH2:12][CH2:13][C:8]([C:4]2[CH:5]=[CH:6][CH:7]=[C:2]([F:1])[CH:3]=2)([CH2:22][CH2:23][N:24]2[C@H:29]3[CH2:30][CH2:31][C@@H:25]2[CH2:26][CH:27]([N:32]2[C:36]4[CH:37]=[CH:38][CH:39]=[CH:40][C:35]=4[N:34]=[C:33]2[CH3:41])[CH2:28]3)[CH2:9][CH2:10]1)=[O:21])[C:16]([CH3:19])([CH3:18])[CH3:17])=[O:45]. (3) Given the reactants [Br:1][C:2]1[CH:3]=[C:4]([NH:8][CH:9]([C:13]2[CH:18]=[CH:17][CH:16]=[CH:15][CH:14]=2)[C:10](O)=[O:11])[CH:5]=[N:6][CH:7]=1.N.C([N:22](CC)CC)C.CN(C(ON1N=NC2C=CC=NC1=2)=[N+](C)C)C.F[P-](F)(F)(F)(F)F, predict the reaction product. The product is: [Br:1][C:2]1[CH:3]=[C:4]([NH:8][CH:9]([C:13]2[CH:18]=[CH:17][CH:16]=[CH:15][CH:14]=2)[C:10]([NH2:22])=[O:11])[CH:5]=[N:6][CH:7]=1. (4) The product is: [CH3:12][O:13][CH2:14][CH2:15][N:16]1[C:17]2[CH:22]=[CH:21][CH:20]=[CH:19][C:18]=2[N:23]=[C:25]1[NH:24][C:27]1[CH:36]=[CH:35][C:30]([C:31]([O:33][CH3:34])=[O:32])=[CH:29][CH:28]=1. Given the reactants CN(C)CCCN=C=NCC.[CH3:12][O:13][CH2:14][CH2:15][NH:16][C:17]1[C:18]([NH2:23])=[CH:19][CH:20]=[CH:21][CH:22]=1.[N:24]([C:27]1[CH:36]=[CH:35][C:30]([C:31]([O:33][CH3:34])=[O:32])=[CH:29][CH:28]=1)=[C:25]=S.C(OCC)(=O)C, predict the reaction product. (5) Given the reactants [CH2:1]([CH:3]([C:6]1[C:7]2[N:8]([C:13](I)=[C:14]([CH3:16])[N:15]=2)[N:9]=[C:10]([CH3:12])[CH:11]=1)[CH2:4][CH3:5])[CH3:2].[O:18]1[CH2:23][CH2:22][N:21]([C:24]2[S:25][CH:26]=[C:27]([Cl:29])[N:28]=2)[CH2:20][CH2:19]1.C(=O)([O-])[O-].[Cs+].[Cs+], predict the reaction product. The product is: [Cl:29][C:27]1[N:28]=[C:24]([N:21]2[CH2:20][CH2:19][O:18][CH2:23][CH2:22]2)[S:25][C:26]=1[C:13]1[N:8]2[N:9]=[C:10]([CH3:12])[CH:11]=[C:6]([CH:3]([CH2:4][CH3:5])[CH2:1][CH3:2])[C:7]2=[N:15][C:14]=1[CH3:16]. (6) Given the reactants [CH2:1]([C:3]1[CH:8]=[CH:7][CH:6]=[CH:5][C:4]=1[C:9]1[CH:14]=[CH:13][C:12]([C:15]([O:17]C)=[O:16])=[CH:11][C:10]=1[CH2:19][O:20][CH3:21])[CH3:2].O.[OH-].[Li+], predict the reaction product. The product is: [CH2:1]([C:3]1[CH:8]=[CH:7][CH:6]=[CH:5][C:4]=1[C:9]1[CH:14]=[CH:13][C:12]([C:15]([OH:17])=[O:16])=[CH:11][C:10]=1[CH2:19][O:20][CH3:21])[CH3:2]. (7) The product is: [OH:31][CH:27]1[CH2:28][CH2:29][N:1]([C@H:2]2[CH2:7][CH2:6][CH2:5][CH2:4][C@H:3]2[NH:8][C:9](=[O:24])[C:10]2[C:15]([S:16][CH3:17])=[CH:14][C:13]([C:18]([F:20])([F:21])[F:19])=[CH:12][C:11]=2[O:22][CH3:23])[CH2:26]1. Given the reactants [NH2:1][C@H:2]1[CH2:7][CH2:6][CH2:5][CH2:4][C@H:3]1[NH:8][C:9](=[O:24])[C:10]1[C:15]([S:16][CH3:17])=[CH:14][C:13]([C:18]([F:21])([F:20])[F:19])=[CH:12][C:11]=1[O:22][CH3:23].Br[CH2:26][CH:27]([OH:31])[CH2:28][CH2:29]Br, predict the reaction product.